Task: Predict the reaction yield, written as a fraction of the theoretical maximum amount of product (1.0 means a 100% yield; for example, 0.34 means a 34% yield).. Dataset: Reaction yield outcomes from USPTO patents with 853,638 reactions (1) The catalyst is C1(C)C=CC=CC=1. The yield is 0.820. The product is [C:8]([C:4]1[CH:5]=[C:6]([CH2:17][CH2:16][CH2:15][OH:18])[CH:7]=[C:2]([CH3:1])[C:3]=1[OH:12])([CH3:9])([CH3:11])[CH3:10]. The reactants are [CH3:1][C:2]1[CH:7]=[CH:6][CH:5]=[C:4]([C:8]([CH3:11])([CH3:10])[CH3:9])[C:3]=1[OH:12].CO.[CH2:15]([OH:18])[CH:16]=[CH2:17]. (2) The reactants are C(OC([N:8]1[CH2:13][CH2:12][N:11]([C:14]2[CH:22]=[CH:21][CH:20]=[C:19]3[C:15]=2[C:16]([S:23]([C:26]2[CH:31]=[CH:30][CH:29]=[CH:28][CH:27]=2)(=[O:25])=[O:24])=[N:17][NH:18]3)[CH2:10][CH2:9]1)=O)(C)(C)C.[ClH:32]. The catalyst is CO.CCOCC. The product is [ClH:32].[C:26]1([S:23]([C:16]2[C:15]3[C:19](=[CH:20][CH:21]=[CH:22][C:14]=3[N:11]3[CH2:10][CH2:9][NH:8][CH2:13][CH2:12]3)[NH:18][N:17]=2)(=[O:25])=[O:24])[CH:27]=[CH:28][CH:29]=[CH:30][CH:31]=1. The yield is 0.400. (3) The reactants are [CH3:1][O:2][C:3]1[CH:8]=[CH:7][CH:6]=[CH:5][C:4]=1[OH:9].F[C:11]1[CH:16]=[CH:15][C:14]([S:17]([CH3:20])(=[O:19])=[O:18])=[CH:13][C:12]=1[N+:21]([O-:23])=[O:22].[CH3:24][O:25][C:26]1[CH:43]=[CH:42][CH:41]=[CH:40][C:27]=1[O:28][C:29]1[CH:35]=[CH:34][C:33]([S:36]([CH3:39])(=[O:38])=[O:37])=[CH:32][C:30]=1[NH2:31].[NH2:44][C:45]1[S:46][CH:47]=[CH:48][N:49]=1. No catalyst specified. The product is [CH3:1][O:2][C:3]1[CH:8]=[CH:7][CH:6]=[CH:5][C:4]=1[O:9][C:11]1[CH:16]=[CH:15][C:14]([S:17]([CH3:20])(=[O:19])=[O:18])=[CH:13][C:12]=1[N+:21]([O-:23])=[O:22].[CH3:24][O:25][C:26]1[CH:43]=[CH:42][CH:41]=[CH:40][C:27]=1[O:28][C:29]1[CH:35]=[CH:34][C:33]([S:36]([CH3:39])(=[O:37])=[O:38])=[CH:32][C:30]=1[NH:31][C:4]([NH:44][C:45]1[S:46][CH:47]=[CH:48][N:49]=1)=[O:9]. The yield is 0.750.